From a dataset of Peptide-MHC class I binding affinity with 185,985 pairs from IEDB/IMGT. Regression. Given a peptide amino acid sequence and an MHC pseudo amino acid sequence, predict their binding affinity value. This is MHC class I binding data. The binding affinity (normalized) is 0.0847. The MHC is HLA-A01:01 with pseudo-sequence HLA-A01:01. The peptide sequence is FPREGVFVF.